Dataset: Catalyst prediction with 721,799 reactions and 888 catalyst types from USPTO. Task: Predict which catalyst facilitates the given reaction. (1) Reactant: Cl.[O:2]1[CH2:6][CH:5]([OH:7])[CH2:4][NH:3]1.C(N(CC)CC)C.[C:15](O[C:15]([O:17][C:18]([CH3:21])([CH3:20])[CH3:19])=[O:16])([O:17][C:18]([CH3:21])([CH3:20])[CH3:19])=[O:16]. Product: [C:15]([N:3]1[CH2:4][CH:5]([OH:7])[CH2:6][O:2]1)([O:17][C:18]([CH3:21])([CH3:20])[CH3:19])=[O:16]. The catalyst class is: 4. (2) Reactant: [C:1]([O:5][C:6]([N:8]1[CH2:13][CH2:12][N:11]([C:14]2[O:15][C:16]3[C:22]([C:23]4[CH:28]=[CH:27][CH:26]=[CH:25][N:24]=4)=[CH:21][C:20]([Cl:29])=[CH:19][C:17]=3[N:18]=2)[C@@H:10]([CH3:30])[CH2:9]1)=[O:7])([CH3:4])([CH3:3])[CH3:2].C1C(=O)N([Br:38])C(=O)C1.O. Product: [C:1]([O:5][C:6]([N:8]1[CH2:13][CH2:12][N:11]([C:14]2[O:15][C:16]3[C:22]([C:23]4[CH:28]=[CH:27][CH:26]=[CH:25][N:24]=4)=[C:21]([Br:38])[C:20]([Cl:29])=[CH:19][C:17]=3[N:18]=2)[C@@H:10]([CH3:30])[CH2:9]1)=[O:7])([CH3:4])([CH3:2])[CH3:3]. The catalyst class is: 10.